From a dataset of Reaction yield outcomes from USPTO patents with 853,638 reactions. Predict the reaction yield, written as a fraction of the theoretical maximum amount of product (1.0 means a 100% yield; for example, 0.34 means a 34% yield). (1) The reactants are [NH2:1][C@H:2]([C:40]1[CH:45]=[CH:44][CH:43]=[CH:42][CH:41]=1)[CH2:3][N:4]1[C:9](=[O:10])[C:8]2[C:11]3([O:25][CH2:26][C:7]=2[N:6]([CH2:27][C:28]2[C:33]([C:34]([F:37])([F:36])[F:35])=[CH:32][CH:31]=[CH:30][C:29]=2[F:38])[C:5]1=[O:39])[CH2:16][CH2:15][N:14]([CH2:17][C:18]1[CH:23]=[CH:22][CH:21]=[C:20]([Cl:24])[CH:19]=1)[CH2:13][CH2:12]3.[Na+].[I-].C([O-])([O-])=O.[K+].[K+].Br[CH2:55][CH2:56][CH2:57][C:58]#[N:59]. The catalyst is C(#N)C. The product is [Cl:24][C:20]1[CH:19]=[C:18]([CH:23]=[CH:22][CH:21]=1)[CH2:17][N:14]1[CH2:15][CH2:16][C:11]2([C:8]3[C:9](=[O:10])[N:4]([CH2:3][C@H:2]([NH:1][CH2:55][CH2:56][CH2:57][C:58]#[N:59])[C:40]4[CH:41]=[CH:42][CH:43]=[CH:44][CH:45]=4)[C:5](=[O:39])[N:6]([CH2:27][C:28]4[C:33]([C:34]([F:37])([F:36])[F:35])=[CH:32][CH:31]=[CH:30][C:29]=4[F:38])[C:7]=3[CH2:26][O:25]2)[CH2:12][CH2:13]1. The yield is 0.750. (2) The product is [CH2:19]([O:12][C:11]1[CH:10]=[CH:9][C:4]([C:5]([O:7][CH3:8])=[O:6])=[CH:3][C:2]=1[OH:1])[C:20]1[CH:25]=[CH:24][CH:23]=[CH:22][CH:21]=1. The yield is 0.520. The catalyst is CC(C)=O. The reactants are [OH:1][C:2]1[CH:3]=[C:4]([CH:9]=[CH:10][C:11]=1[OH:12])[C:5]([O:7][CH3:8])=[O:6].C(=O)([O-])[O-].[K+].[K+].[CH2:19](Br)[C:20]1[CH:25]=[CH:24][CH:23]=[CH:22][CH:21]=1.